Dataset: Full USPTO retrosynthesis dataset with 1.9M reactions from patents (1976-2016). Task: Predict the reactants needed to synthesize the given product. Given the product [F:39][C:36]1[CH:37]=[CH:38][C:33]([C@@H:5]([OH:4])[CH2:6][CH2:7][C@@H:8]2[C@@H:9]([C:23]3[CH:28]=[CH:27][C:26]([CH2:29][CH2:30][CH2:31][OH:32])=[CH:25][CH:24]=3)[N:10]([C:13]3[CH:14]=[CH:15][C:16]([CH2:19][CH2:20][CH2:21][OH:22])=[CH:17][CH:18]=3)[C:11]2=[O:12])=[CH:34][CH:35]=1, predict the reactants needed to synthesize it. The reactants are: C([O:4][C@H:5]([C:33]1[CH:38]=[CH:37][C:36]([F:39])=[CH:35][CH:34]=1)[CH2:6][CH2:7][C@H:8]1[C:11](=[O:12])[N:10]([C:13]2[CH:18]=[CH:17][C:16]([CH2:19][CH2:20][CH2:21][OH:22])=[CH:15][CH:14]=2)[C@@H:9]1[C:23]1[CH:28]=[CH:27][C:26]([CH2:29][CH2:30][CH2:31][OH:32])=[CH:25][CH:24]=1)(=O)C.